This data is from Reaction yield outcomes from USPTO patents with 853,638 reactions. The task is: Predict the reaction yield, written as a fraction of the theoretical maximum amount of product (1.0 means a 100% yield; for example, 0.34 means a 34% yield). (1) The reactants are [Cl:1][C:2]1[S:6][C:5]([S:7]([NH:10][C@H:11]([CH2:15][CH:16]2[CH2:18][CH2:17]2)[C:12]([NH2:14])=[O:13])(=[O:9])=[O:8])=[CH:4][CH:3]=1.[Br:19][C:20]1[CH:27]=[CH:26][C:23]([CH2:24]Br)=[CH:22][CH:21]=1.C([O-])([O-])=O.[Cs+].[Cs+]. The catalyst is CN(C=O)C. The product is [Br:19][C:20]1[CH:27]=[CH:26][C:23]([CH2:24][N:10]([C@H:11]([CH2:15][CH:16]2[CH2:17][CH2:18]2)[C:12]([NH2:14])=[O:13])[S:7]([C:5]2[S:6][C:2]([Cl:1])=[CH:3][CH:4]=2)(=[O:8])=[O:9])=[CH:22][CH:21]=1. The yield is 0.530. (2) The reactants are [F:1][C:2]1[CH:7]=[CH:6][CH:5]=[CH:4][C:3]=1[C:8]1[C:9]([C:18]([OH:20])=O)=[CH:10][C:11]([S:14]([CH3:17])(=[O:16])=[O:15])=[CH:12][CH:13]=1.[F:21][C:22]1[CH:23]=[C:24]([N:29]2[CH2:34][CH2:33][NH:32][CH2:31][CH2:30]2)[CH:25]=[C:26]([F:28])[CH:27]=1. No catalyst specified. The product is [F:28][C:26]1[CH:25]=[C:24]([N:29]2[CH2:34][CH2:33][N:32]([C:18]([C:9]3[CH:10]=[C:11]([S:14]([CH3:17])(=[O:15])=[O:16])[CH:12]=[CH:13][C:8]=3[C:3]3[CH:4]=[CH:5][CH:6]=[CH:7][C:2]=3[F:1])=[O:20])[CH2:31][CH2:30]2)[CH:23]=[C:22]([F:21])[CH:27]=1. The yield is 0.660. (3) The reactants are [CH2:1]([Mg]Br)[C:2]1[CH:7]=[CH:6][CH:5]=[CH:4][CH:3]=1.[CH3:10][C:11]1[CH2:16][CH:15]([CH3:17])[CH2:14][C:13](=[O:18])[CH:12]=1. The catalyst is C(OCC)C.Cl[Cu]. The product is [CH2:1]([C:11]1([CH3:10])[CH2:16][CH:15]([CH3:17])[CH2:14][C:13](=[O:18])[CH2:12]1)[C:2]1[CH:7]=[CH:6][CH:5]=[CH:4][CH:3]=1. The yield is 0.530. (4) The reactants are [F:1][C:2]1[CH:3]=[C:4]([NH:8][C:9]([NH2:11])=[S:10])[CH:5]=[CH:6][CH:7]=1.[O-]CC.[Na+].[C:16]([CH2:18][C:19](OCC)=[O:20])#[N:17]. The catalyst is C(O)C. The product is [NH2:17][C:16]1[N:8]([C:4]2[CH:5]=[CH:6][CH:7]=[C:2]([F:1])[CH:3]=2)[C:9](=[S:10])[NH:11][C:19](=[O:20])[CH:18]=1. The yield is 0.880. (5) The reactants are [CH:1]([O:4][C:5](=[O:14])[C:6]1[CH:11]=[CH:10][C:9]([Br:12])=[CH:8][C:7]=1[CH3:13])([CH3:3])[CH3:2].[Br:15]N1C(=O)CCC1=O.N(C(C)(C)C#N)=NC(C)(C)C#N. The catalyst is C(Cl)(Cl)(Cl)Cl. The product is [CH:1]([O:4][C:5](=[O:14])[C:6]1[CH:11]=[CH:10][C:9]([Br:12])=[CH:8][C:7]=1[CH2:13][Br:15])([CH3:3])[CH3:2]. The yield is 0.640.